From a dataset of TCR-epitope binding with 47,182 pairs between 192 epitopes and 23,139 TCRs. Binary Classification. Given a T-cell receptor sequence (or CDR3 region) and an epitope sequence, predict whether binding occurs between them. (1) The epitope is KLVALGINAV. The TCR CDR3 sequence is CASSYSGSGELFF. Result: 0 (the TCR does not bind to the epitope). (2) The epitope is PKYVKQNTLKLAT. The TCR CDR3 sequence is CAWDRLARFQETQYF. Result: 1 (the TCR binds to the epitope). (3) The epitope is PROT_97E67BCC. The TCR CDR3 sequence is CASSARTSGGRDTQYF. Result: 1 (the TCR binds to the epitope).